This data is from Forward reaction prediction with 1.9M reactions from USPTO patents (1976-2016). The task is: Predict the product of the given reaction. (1) Given the reactants [F:1][CH:2]([F:26])[C:3]1[N:8]2[N:9]=[CH:10][C:11]([C:12](O)=[O:13])=[C:7]2[N:6]=[C:5]([C:15]2[CH:20]=[CH:19][C:18]([C:21]([F:24])([F:23])[F:22])=[C:17]([F:25])[CH:16]=2)[CH:4]=1.[CH3:27][S:28]([C:31]1[CH:32]=[C:33]([NH2:37])[CH:34]=[CH:35][CH:36]=1)(=[O:30])=[O:29].Cl, predict the reaction product. The product is: [CH3:27][S:28]([C:31]1[CH:32]=[C:33]([NH:37][C:12]([C:11]2[CH:10]=[N:9][N:8]3[C:3]([CH:2]([F:26])[F:1])=[CH:4][C:5]([C:15]4[CH:20]=[CH:19][C:18]([C:21]([F:22])([F:24])[F:23])=[C:17]([F:25])[CH:16]=4)=[N:6][C:7]=23)=[O:13])[CH:34]=[CH:35][CH:36]=1)(=[O:29])=[O:30]. (2) Given the reactants Br[C:2]1[CH:17]=[CH:16][C:5]([O:6][CH2:7][CH2:8][N:9]2[CH2:14][CH2:13][N:12]([CH3:15])[CH2:11][CH2:10]2)=[C:4]([CH3:18])[C:3]=1[CH3:19].C(=O)=O.CC(C)=O.[Li]CCCC.C(O[B:36]1[O:40][C:39]([CH3:42])([CH3:41])[C:38]([CH3:44])([CH3:43])[O:37]1)(C)C, predict the reaction product. The product is: [CH3:18][C:4]1[C:3]([CH3:19])=[C:2]([B:36]2[O:40][C:39]([CH3:42])([CH3:41])[C:38]([CH3:44])([CH3:43])[O:37]2)[CH:17]=[CH:16][C:5]=1[O:6][CH2:7][CH2:8][N:9]1[CH2:14][CH2:13][N:12]([CH3:15])[CH2:11][CH2:10]1.